From a dataset of Forward reaction prediction with 1.9M reactions from USPTO patents (1976-2016). Predict the product of the given reaction. (1) Given the reactants [Br:1][C:2]1[CH:3]=[C:4]([C:8]2[N:9]=[N:10][NH:11][N:12]=2)[CH:5]=[CH:6][CH:7]=1.[C:13](=O)([O-])[O-].[Cs+].[Cs+].[CH3:19][O:20][P:21]([CH:25](C)[C:26]1[CH:31]=[CH:30][C:29](Br)=[CH:28][CH:27]=1)(=[O:24])[O:22][CH3:23], predict the reaction product. The product is: [CH3:23][O:22][P:21]([CH2:25][C:26]1[CH:27]=[CH:28][C:29]([CH2:13][N:10]2[N:11]=[N:12][C:8]([C:4]3[CH:5]=[CH:6][CH:7]=[C:2]([Br:1])[CH:3]=3)=[N:9]2)=[CH:30][CH:31]=1)(=[O:24])[O:20][CH3:19]. (2) Given the reactants [Cl:1][C:2]1[CH:10]=[C:9]2[C:5]([C:6]([C:11]([O:13]C)=[O:12])=[CH:7][NH:8]2)=[CH:4][C:3]=1[C:15]1[CH:20]=[CH:19][C:18]([O:21][C@H:22]2[CH2:27][CH2:26][CH2:25][CH2:24][C@@H:23]2[OH:28])=[CH:17][CH:16]=1.[OH-].[Na+], predict the reaction product. The product is: [Cl:1][C:2]1[CH:10]=[C:9]2[C:5]([C:6]([C:11]([OH:13])=[O:12])=[CH:7][NH:8]2)=[CH:4][C:3]=1[C:15]1[CH:16]=[CH:17][C:18]([O:21][C@H:22]2[CH2:27][CH2:26][CH2:25][CH2:24][C@@H:23]2[OH:28])=[CH:19][CH:20]=1. (3) Given the reactants [CH3:1][CH:2]([CH3:12])[C:3]#[C:4][C:5]1[CH:11]=[CH:10][CH:9]=[CH:8][C:6]=1[NH2:7], predict the reaction product. The product is: [CH:2]([C:3]1[NH:7][C:6]2[C:5]([CH:4]=1)=[CH:11][CH:10]=[CH:9][CH:8]=2)([CH3:12])[CH3:1]. (4) Given the reactants [C:1]([CH2:3][CH:4]1[C:26]2[C:21](=[CH:22][CH:23]=[CH:24][CH:25]=2)[C:6]2([CH2:11][CH2:10][N:9]([C:12]([NH:14][CH:15]3[CH2:20][CH2:19][CH2:18][CH2:17][CH2:16]3)=[O:13])[CH2:8][CH2:7]2)[CH2:5]1)#[N:2].[Sn]([N:31]=[N+:32]=[N-:33])(C)(C)C, predict the reaction product. The product is: [NH:31]1[C:1]([CH2:3][CH:4]2[C:26]3[C:21](=[CH:22][CH:23]=[CH:24][CH:25]=3)[C:6]3([CH2:11][CH2:10][N:9]([C:12]([NH:14][CH:15]4[CH:20]5[CH2:26][CH:4]6[CH2:5][CH:18]([CH2:17][CH:16]4[CH2:3]6)[CH2:19]5)=[O:13])[CH2:8][CH2:7]3)[CH2:5]2)=[N:2][N:33]=[N:32]1. (5) The product is: [CH3:8][C:6]1[C:5]([CH3:9])=[CH:4][N:3]=[C:2]([N:19]2[CH2:20][CH2:21][CH:16]([CH:14]3[CH2:15][CH:13]3[CH2:12][CH2:11][OH:10])[CH2:17][CH2:18]2)[N:7]=1. Given the reactants Cl[C:2]1[N:7]=[C:6]([CH3:8])[C:5]([CH3:9])=[CH:4][N:3]=1.[OH:10][CH2:11][CH2:12][C@H:13]1[CH2:15][C@H:14]1[CH:16]1[CH2:21][CH2:20][N:19](C(OC(C)(C)C)=O)[CH2:18][CH2:17]1, predict the reaction product. (6) Given the reactants C([N:8]1[CH2:13][CH2:12][CH:11]([N:14]2[C:19](=[O:20])[C:18]([CH2:21][C:22]3[CH:27]=[CH:26][C:25]([C:28]4[C:29]([C:34]#[N:35])=[CH:30][CH:31]=[CH:32][CH:33]=4)=[CH:24][CH:23]=3)=[C:17]([CH2:36][CH2:37][CH3:38])[N:16]3[N:39]=[CH:40][N:41]=[C:15]23)[CH2:10][CH2:9]1)C1C=CC=CC=1.O1CCCC1, predict the reaction product. The product is: [O:20]=[C:19]1[C:18]([CH2:21][C:22]2[CH:23]=[CH:24][C:25]([C:28]3[C:29]([C:34]#[N:35])=[CH:30][CH:31]=[CH:32][CH:33]=3)=[CH:26][CH:27]=2)=[C:17]([CH2:36][CH2:37][CH3:38])[N:16]2[N:39]=[CH:40][N:41]=[C:15]2[N:14]1[CH:11]1[CH2:10][CH2:9][NH:8][CH2:13][CH2:12]1.